Predict the product of the given reaction. From a dataset of Forward reaction prediction with 1.9M reactions from USPTO patents (1976-2016). (1) Given the reactants [S:1]1[C:9]2[C:4](=[N:5][CH:6]=[CH:7][CH:8]=2)[CH:3]=[CH:2]1.C([Li])CCC.[C:15]1([CH:21]=[N:22][S:23]([C:26]2[CH:36]=[CH:35][C:29]3[O:30][CH2:31][CH2:32][CH2:33][O:34][C:28]=3[CH:27]=2)(=[O:25])=[O:24])[CH:20]=[CH:19][CH:18]=[CH:17][CH:16]=1.C(=O)(O)[O-].[Na+], predict the reaction product. The product is: [C:15]1([CH:21]([C:2]2[S:1][C:9]3[C:4](=[N:5][CH:6]=[CH:7][CH:8]=3)[CH:3]=2)[NH:22][S:23]([C:26]2[CH:36]=[CH:35][C:29]3[O:30][CH2:31][CH2:32][CH2:33][O:34][C:28]=3[CH:27]=2)(=[O:24])=[O:25])[CH:16]=[CH:17][CH:18]=[CH:19][CH:20]=1. (2) Given the reactants [CH3:1][O:2][C:3]1[CH:18]=[CH:17][C:6]([C:7]([NH:9][C:10]2[C:11]([NH2:16])=[CH:12][CH:13]=[CH:14][CH:15]=2)=[O:8])=[CH:5][CH:4]=1.[C:19]([C:23]1[CH:24]=[C:25]2[C:30](=O)[O:29][C:27](=[O:28])[C:26]2=[CH:32][CH:33]=1)([CH3:22])([CH3:21])[CH3:20], predict the reaction product. The product is: [CH3:1][O:2][C:3]1[CH:4]=[CH:5][C:6]([C:7]([NH:9][C:10]2[CH:15]=[CH:14][CH:13]=[CH:12][C:11]=2[N:16]2[C:30](=[O:29])[C:25]3[C:26](=[CH:32][CH:33]=[C:23]([C:19]([CH3:21])([CH3:20])[CH3:22])[CH:24]=3)[C:27]2=[O:28])=[O:8])=[CH:17][CH:18]=1. (3) Given the reactants [Cl:1][C:2]1[CH:7]=[C:6]([Cl:8])[CH:5]=[CH:4][C:3]=1[C@@:9]1([CH2:32][N:33]2[CH:37]=[CH:36][N:35]=[CH:34]2)[O:13][C@H:12]([CH2:14][O:15][C:16]2[CH:21]=[CH:20][C:19]([N:22]3[CH2:27][CH2:26][N:25](S(C)(=O)=O)[CH2:24][CH2:23]3)=[CH:18][CH:17]=2)[CH2:11][O:10]1.[CH:38]([S:41](Cl)(=[O:43])=[O:42])([CH3:40])[CH3:39].CS(Cl)(=O)=O, predict the reaction product. The product is: [Cl:1][C:2]1[CH:7]=[C:6]([Cl:8])[CH:5]=[CH:4][C:3]=1[C@@:9]1([CH2:32][N:33]2[CH:37]=[CH:36][N:35]=[CH:34]2)[O:13][C@H:12]([CH2:14][O:15][C:16]2[CH:17]=[CH:18][C:19]([N:22]3[CH2:23][CH2:24][N:25]([S:41]([CH:38]([CH3:40])[CH3:39])(=[O:43])=[O:42])[CH2:26][CH2:27]3)=[CH:20][CH:21]=2)[CH2:11][O:10]1. (4) Given the reactants [C:1]([C:3]1[C:8]([C:9]([C:17]2[CH:22]=[CH:21][CH:20]=[C:19]([O:23][CH3:24])[CH:18]=2)=[N:10]S(C(C)(C)C)=O)=[CH:7][CH:6]=[CH:5][N:4]=1)#[N:2].Br[C:26]1[CH:31]=[CH:30][N:29]=[C:28]([C:32]([F:35])([F:34])[F:33])[CH:27]=1, predict the reaction product. The product is: [CH3:24][O:23][C:19]1[CH:18]=[C:17]([C:9]2([C:26]3[CH:31]=[CH:30][N:29]=[C:28]([C:32]([F:35])([F:34])[F:33])[CH:27]=3)[C:8]3[C:3](=[N:4][CH:5]=[CH:6][CH:7]=3)[C:1]([NH2:2])=[N:10]2)[CH:22]=[CH:21][CH:20]=1. (5) Given the reactants O.ON1C2C=CC=CC=2N=N1.Cl.CN(C)CCCN=C=NCC.[CH3:24][C:25]1([CH3:44])[CH2:38][C:37]2[S:36][C:35]3[C:30](=[CH:31][CH:32]=[C:33]([CH2:39][C:40]([OH:42])=O)[CH:34]=3)[C:29](=[O:43])[C:28]=2[CH2:27][CH2:26]1.[CH2:45]([NH:49][CH3:50])[CH:46]([CH3:48])[CH3:47], predict the reaction product. The product is: [CH3:44][C:25]1([CH3:24])[CH2:38][C:37]2[S:36][C:35]3[C:30](=[CH:31][CH:32]=[C:33]([CH2:39][C:40]([N:49]([CH2:45][CH:46]([CH3:48])[CH3:47])[CH3:50])=[O:42])[CH:34]=3)[C:29](=[O:43])[C:28]=2[CH2:27][CH2:26]1. (6) Given the reactants [CH:1](=[O:10])[CH:2]=[CH:3][C:4]1[CH:9]=[CH:8][CH:7]=[CH:6][CH:5]=1.[C:11]([C:13]1C(=O)C(Cl)=C(Cl)[C:15](=[O:16])[C:14]=1C#N)#N.C(O)CCC.O.[O-2].[O-2].[O-2].O=[Si]=O.O=[Si]=O.O=[Si]=O.O=[Si]=O.[Al+3].[Al+3], predict the reaction product. The product is: [C:1]([O:16][CH2:15][CH2:14][CH2:13][CH3:11])(=[O:10])[CH:2]=[CH:3][C:4]1[CH:9]=[CH:8][CH:7]=[CH:6][CH:5]=1.